From a dataset of Full USPTO retrosynthesis dataset with 1.9M reactions from patents (1976-2016). Predict the reactants needed to synthesize the given product. (1) Given the product [F:1][C:2]1[CH:3]=[C:4]2[C:8](=[CH:9][C:10]=1[C:11]([F:13])([F:14])[F:12])[NH:7][C:6]([C:19]([OH:29])([CH2:27][CH3:28])[CH2:20][S:21][CH2:22][C:23]([F:25])([F:24])[F:26])=[CH:5]2, predict the reactants needed to synthesize it. The reactants are: [F:1][C:2]1[CH:3]=[C:4]2[C:8](=[CH:9][C:10]=1[C:11]([F:14])([F:13])[F:12])[N:7](S(C)(=O)=O)[C:6]([C:19]([OH:29])([CH2:27][CH3:28])[CH2:20][S:21][CH2:22][C:23]([F:26])([F:25])[F:24])=[CH:5]2.[OH-].[Na+]. (2) Given the product [F:1][C:2]1[CH:3]=[CH:4][C:5]([C:8]2[CH:12]=[CH:11][N:10]([C:13]3[N:34]=[CH:33][CH:32]=[CH:31][C:14]=3[C:15]([NH:17][CH:18]([CH:19]([OH:23])[C:20](=[O:22])[NH:44][CH2:43][CH2:42][CH2:41][C:36]3[CH:37]=[CH:38][CH:39]=[CH:40][N:35]=3)[CH2:24][C:25]3[CH:26]=[CH:27][CH:28]=[CH:29][CH:30]=3)=[O:16])[N:9]=2)=[CH:6][CH:7]=1, predict the reactants needed to synthesize it. The reactants are: [F:1][C:2]1[CH:7]=[CH:6][C:5]([C:8]2[CH:12]=[CH:11][N:10]([C:13]3[N:34]=[CH:33][CH:32]=[CH:31][C:14]=3[C:15]([NH:17][CH:18]([CH2:24][C:25]3[CH:30]=[CH:29][CH:28]=[CH:27][CH:26]=3)[CH:19]([OH:23])[C:20]([OH:22])=O)=[O:16])[N:9]=2)=[CH:4][CH:3]=1.[N:35]1[CH:40]=[CH:39][CH:38]=[CH:37][C:36]=1[CH2:41][CH2:42][CH2:43][NH2:44]. (3) Given the product [Cl:1][C:2]1[S:6][C:5]([C:7]([OH:8])([C:9]2[N:10]([CH3:14])[CH:11]=[N:12][CH:13]=2)[C:15]2[CH:16]=[C:17]3[C:22](=[CH:23][CH:24]=2)[NH:21][C:20](=[O:25])[CH:19]=[C:18]3[C:27]2[CH:32]=[CH:31][CH:30]=[C:29]([O:33][CH3:34])[CH:28]=2)=[CH:4][CH:3]=1, predict the reactants needed to synthesize it. The reactants are: [Cl:1][C:2]1[S:6][C:5]([C:7]([C:15]2[CH:16]=[C:17]3[C:22](=[CH:23][CH:24]=2)[N:21]=[C:20]([O:25]C)[CH:19]=[C:18]3[C:27]2[CH:32]=[CH:31][CH:30]=[C:29]([O:33][CH3:34])[CH:28]=2)([C:9]2[N:10]([CH3:14])[CH:11]=[N:12][CH:13]=2)[OH:8])=[CH:4][CH:3]=1.Cl. (4) Given the product [CH:33]1([NH:36][C:4](=[O:6])[C:3]2[CH:7]=[CH:8][C:9]([C:11]3[N:16]=[C:15]4[N:17]([C:20]([C:23]5[CH:24]=[C:25]6[C:30](=[CH:31][CH:32]=5)[N:29]=[CH:28][CH:27]=[CH:26]6)([CH3:21])[CH3:22])[N:18]=[N:19][C:14]4=[CH:13][CH:12]=3)=[CH:10][C:2]=2[F:1])[CH2:35][CH2:34]1, predict the reactants needed to synthesize it. The reactants are: [F:1][C:2]1[CH:10]=[C:9]([C:11]2[N:16]=[C:15]3[N:17]([C:20]([C:23]4[CH:24]=[C:25]5[C:30](=[CH:31][CH:32]=4)[N:29]=[CH:28][CH:27]=[CH:26]5)([CH3:22])[CH3:21])[N:18]=[N:19][C:14]3=[CH:13][CH:12]=2)[CH:8]=[CH:7][C:3]=1[C:4]([OH:6])=O.[CH:33]1([NH2:36])[CH2:35][CH2:34]1.